From a dataset of NCI-60 drug combinations with 297,098 pairs across 59 cell lines. Regression. Given two drug SMILES strings and cell line genomic features, predict the synergy score measuring deviation from expected non-interaction effect. (1) Cell line: KM12. Drug 1: CCC1(CC2CC(C3=C(CCN(C2)C1)C4=CC=CC=C4N3)(C5=C(C=C6C(=C5)C78CCN9C7C(C=CC9)(C(C(C8N6C=O)(C(=O)OC)O)OC(=O)C)CC)OC)C(=O)OC)O.OS(=O)(=O)O. Synergy scores: CSS=24.4, Synergy_ZIP=-2.87, Synergy_Bliss=1.89, Synergy_Loewe=-4.50, Synergy_HSA=2.97. Drug 2: CC1CCC2CC(C(=CC=CC=CC(CC(C(=O)C(C(C(=CC(C(=O)CC(OC(=O)C3CCCCN3C(=O)C(=O)C1(O2)O)C(C)CC4CCC(C(C4)OC)OCCO)C)C)O)OC)C)C)C)OC. (2) Drug 1: CC1=C2C(C(=O)C3(C(CC4C(C3C(C(C2(C)C)(CC1OC(=O)C(C(C5=CC=CC=C5)NC(=O)OC(C)(C)C)O)O)OC(=O)C6=CC=CC=C6)(CO4)OC(=O)C)OC)C)OC. Drug 2: COCCOC1=C(C=C2C(=C1)C(=NC=N2)NC3=CC=CC(=C3)C#C)OCCOC.Cl. Cell line: SNB-75. Synergy scores: CSS=30.0, Synergy_ZIP=-0.193, Synergy_Bliss=0.972, Synergy_Loewe=2.62, Synergy_HSA=2.78.